Dataset: Full USPTO retrosynthesis dataset with 1.9M reactions from patents (1976-2016). Task: Predict the reactants needed to synthesize the given product. (1) Given the product [F:26][C:25]([F:28])([F:27])[S:22]([O:1][C:2]1[CH:3]([C:8]([O:10][CH2:11][CH3:12])=[O:9])[CH2:4][O:5][CH2:6][CH:7]=1)(=[O:24])=[O:23], predict the reactants needed to synthesize it. The reactants are: [O:1]=[C:2]1[CH2:7][CH2:6][O:5][CH2:4][CH:3]1[C:8]([O:10][CH2:11][CH3:12])=[O:9].[H-].[Na+].C1C=CC(N([S:22]([C:25]([F:28])([F:27])[F:26])(=[O:24])=[O:23])[S:22]([C:25]([F:28])([F:27])[F:26])(=[O:24])=[O:23])=CC=1. (2) Given the product [OH:8][C:9]1[CH:18]=[C:17]2[C:12]([C:13]([O:19][C:20]3[CH:25]=[CH:24][C:23]([NH:26][C:27](=[O:34])[C:28]4[CH:33]=[CH:32][CH:31]=[CH:30][CH:29]=4)=[CH:22][CH:21]=3)=[N:14][CH:15]=[N:16]2)=[CH:11][C:10]=1[O:35][CH3:36], predict the reactants needed to synthesize it. The reactants are: C([O:8][C:9]1[CH:18]=[C:17]2[C:12]([C:13]([O:19][C:20]3[CH:25]=[CH:24][C:23]([NH:26][C:27](=[O:34])[C:28]4[CH:33]=[CH:32][CH:31]=[CH:30][CH:29]=4)=[CH:22][CH:21]=3)=[N:14][CH:15]=[N:16]2)=[CH:11][C:10]=1[O:35][CH3:36])C1C=CC=CC=1. (3) Given the product [NH2:7][C:69](=[O:70])[CH2:68][C:62]1[CH:63]=[CH:64][C:65]([CH3:67])=[CH:66][C:61]=1[CH2:60][CH2:59][C:57]1[C:56]([C:72]([F:74])([F:75])[F:73])=[CH:55][N:54]=[C:53]([NH:52][C:49]2[CH:48]=[CH:47][C:46]([CH:43]3[CH2:42][CH2:41][N:40]([C:38]([O:37][C:33]([CH3:35])([CH3:34])[CH3:36])=[O:39])[CH2:45][CH2:44]3)=[CH:51][CH:50]=2)[N:58]=1, predict the reactants needed to synthesize it. The reactants are: C1C=CC2N(O)N=[N:7]C=2C=1.CCN=C=NCCCN(C)C.Cl.Cl.CCN(C(C)C)C(C)C.[C:33]([O:37][C:38]([N:40]1[CH2:45][CH2:44][CH:43]([C:46]2[CH:51]=[CH:50][C:49]([NH:52][C:53]3[N:58]=[C:57]([CH2:59][CH2:60][C:61]4[CH:66]=[C:65]([CH3:67])[CH:64]=[CH:63][C:62]=4[CH2:68][C:69](O)=[O:70])[C:56]([C:72]([F:75])([F:74])[F:73])=[CH:55][N:54]=3)=[CH:48][CH:47]=2)[CH2:42][CH2:41]1)=[O:39])([CH3:36])([CH3:35])[CH3:34].C(=O)([O-])[O-].[NH4+].[NH4+]. (4) Given the product [C:9]([NH:8][CH2:7][CH2:6][CH2:5][S:2]([O:15][CH2:14][C:13]([CH3:16])([O:17][CH2:18][C:19]1[CH:24]=[CH:23][CH:22]=[CH:21][CH:20]=1)[CH3:12])(=[O:4])=[O:3])(=[O:11])[CH3:10], predict the reactants needed to synthesize it. The reactants are: Cl[S:2]([CH2:5][CH2:6][CH2:7][NH:8][C:9](=[O:11])[CH3:10])(=[O:4])=[O:3].[CH3:12][C:13]([O:17][CH2:18][C:19]1[CH:24]=[CH:23][CH:22]=[CH:21][CH:20]=1)([CH3:16])[CH2:14][OH:15].C(N(CC)CC)C. (5) Given the product [NH2:43][C:40]1[CH:41]=[CH:42][C:37]([C:36]([N:17]2[CH2:18][C@H:19]([NH:22][C:23](=[O:35])[C@@H:24]([N:26]([CH3:34])[C:27](=[O:33])[O:28][C:29]([CH3:30])([CH3:32])[CH3:31])[CH3:25])[C:20](=[O:21])[N:14]([CH2:13][C:4]3[C:5]4[C:10](=[CH:9][CH:8]=[CH:7][CH:6]=4)[CH:11]=[CH:12][C:3]=3[O:2][CH3:1])[C:15]3[CH:50]=[CH:49][CH:48]=[CH:47][C:16]2=3)=[O:46])=[CH:38][CH:39]=1, predict the reactants needed to synthesize it. The reactants are: [CH3:1][O:2][C:3]1[CH:12]=[CH:11][C:10]2[C:5](=[CH:6][CH:7]=[CH:8][CH:9]=2)[C:4]=1[CH2:13][N:14]1[C:20](=[O:21])[C@@H:19]([NH:22][C:23](=[O:35])[C@@H:24]([N:26]([CH3:34])[C:27](=[O:33])[O:28][C:29]([CH3:32])([CH3:31])[CH3:30])[CH3:25])[CH2:18][N:17]([C:36](=[O:46])[C:37]2[CH:42]=[CH:41][C:40]([N+:43]([O-])=O)=[CH:39][CH:38]=2)[C:16]2[CH:47]=[CH:48][CH:49]=[CH:50][C:15]1=2.O.O.[Sn](Cl)Cl.